Dataset: Reaction yield outcomes from USPTO patents with 853,638 reactions. Task: Predict the reaction yield, written as a fraction of the theoretical maximum amount of product (1.0 means a 100% yield; for example, 0.34 means a 34% yield). The reactants are Br[C:2]1[CH:3]=[C:4]([C:8]([O:10][CH3:11])=[O:9])[S:5][C:6]=1[Cl:7].[CH3:12][N:13]1[CH:17]=[CH:16][CH:15]=[N:14]1.C(=O)([O-])[O-].[K+].[K+].C(OCC)(=O)C.CCCCCC. The catalyst is O1CCOCC1.O. The product is [Cl:7][C:6]1[S:5][C:4]([C:8]([O:10][CH3:11])=[O:9])=[CH:3][C:2]=1[C:17]1[N:13]([CH3:12])[N:14]=[CH:15][CH:16]=1. The yield is 0.340.